From a dataset of Forward reaction prediction with 1.9M reactions from USPTO patents (1976-2016). Predict the product of the given reaction. (1) Given the reactants [OH:1][C:2]1[CH:11]=[C:10]([C:12]([OH:14])=O)[C:9]2[C:4](=[CH:5][CH:6]=[CH:7][CH:8]=2)[N:3]=1.C1C=CC2N(O)N=NC=2C=1.C(N(CC)CC)C.C1CCC(N=C=NC2CCCCC2)CC1.[NH2:47][C@H:48]1[CH2:53][CH2:52][N:51]([C:54]([C:56]2[CH:61]=[C:60]([C:62]([F:65])([F:64])[F:63])[CH:59]=[C:58]([C:66]([F:69])([F:68])[F:67])[CH:57]=2)=[O:55])[C@H:50]([CH2:70][C:71]2[CH:76]=[CH:75][C:74]([Cl:77])=[CH:73][CH:72]=2)[CH2:49]1, predict the reaction product. The product is: [F:69][C:66]([F:67])([F:68])[C:58]1[CH:57]=[C:56]([CH:61]=[C:60]([C:62]([F:63])([F:64])[F:65])[CH:59]=1)[C:54]([N:51]1[CH2:52][CH2:53][C@H:48]([NH:47][C:12]([C:10]2[C:9]3[C:4](=[CH:5][CH:6]=[CH:7][CH:8]=3)[N:3]=[C:2]([OH:1])[CH:11]=2)=[O:14])[CH2:49][C@H:50]1[CH2:70][C:71]1[CH:72]=[CH:73][C:74]([Cl:77])=[CH:75][CH:76]=1)=[O:55]. (2) Given the reactants [Br:1][C:2]1[N:10]([CH2:11][C:12]2[C:17]([F:18])=[CH:16][CH:15]=[CH:14][C:13]=2[Cl:19])[C:9]2[C:8](=[O:20])[N:7]([CH3:21])[C:6](=[O:22])[NH:5][C:4]=2[N:3]=1.C([O-])([O-])=O.[K+].[K+].[CH:29](I)([CH3:31])[CH3:30], predict the reaction product. The product is: [Br:1][C:2]1[N:10]([CH2:11][C:12]2[C:17]([F:18])=[CH:16][CH:15]=[CH:14][C:13]=2[Cl:19])[C:9]2[C:8](=[O:20])[N:7]([CH3:21])[C:6](=[O:22])[N:5]([CH:29]([CH3:31])[CH3:30])[C:4]=2[N:3]=1.